Dataset: Reaction yield outcomes from USPTO patents with 853,638 reactions. Task: Predict the reaction yield, written as a fraction of the theoretical maximum amount of product (1.0 means a 100% yield; for example, 0.34 means a 34% yield). (1) The reactants are [F:1][C:2](F)(F)[C:3]([OH:5])=[O:4].C([O:11][CH2:12][CH3:13])(=O)C.[CH3:14]CCCCCC.[O:21]1CCOC[CH2:22]1. The catalyst is O. The product is [F:1][C@:2]1([CH3:14])[C@H:22]([OH:21])[C@@H:13]([CH2:12][OH:11])[O:5][C:3]1=[O:4]. The yield is 0.830. (2) The reactants are [N+:1]([C:4]1[O:8][C:7]([C:9]([OH:11])=[O:10])=[CH:6][CH:5]=1)([O-:3])=[O:2].[CH3:12][C@@:13]12[C@H:22]3[CH2:23][CH2:24][C@:25]4([CH3:31])[C:29](=[O:30])[CH2:28][CH2:27][C@H:26]4[C@@H:21]3[CH2:20][CH2:19][C@H:18]1[CH2:17][C@@H:16]([OH:32])[CH2:15][CH2:14]2.CCN=C=NCCCN(C)C.C1COCC1. The catalyst is CN(C1C=CN=CC=1)C.ClCCl. The product is [OH:32][C@H:16]1[CH2:15][CH2:14][C@@:13]2([CH3:12])[C@@H:18]([CH2:19][CH2:20][C@@H:21]3[C@@H:22]2[CH2:23][CH2:24][C@@:25]2([CH3:31])[C@H:26]3[CH2:27][CH2:28][C:29]2=[O:30])[CH2:17]1.[N+:1]([C:4]1[O:8][C:7]([C:9]([O-:11])=[O:10])=[CH:6][CH:5]=1)([O-:3])=[O:2]. The yield is 0.732.